From a dataset of Forward reaction prediction with 1.9M reactions from USPTO patents (1976-2016). Predict the product of the given reaction. (1) Given the reactants I[C:2]1[N:7]=[CH:6][C:5]([Br:8])=[CH:4][N:3]=1.[CH3:9][C:10]1[CH:15]=[CH:14][C:13](B(O)O)=[CH:12][CH:11]=1.C(=O)([O-])[O-].[Na+].[Na+], predict the reaction product. The product is: [Br:8][C:5]1[CH:4]=[N:3][C:2]([C:13]2[CH:14]=[CH:15][C:10]([CH3:9])=[CH:11][CH:12]=2)=[N:7][CH:6]=1. (2) Given the reactants Br[C:2]1[C:7]([CH3:8])=[CH:6][C:5]([N+:9]([O-])=O)=[CH:4][N:3]=1.[NH:12]1[CH2:17][CH2:16][CH:15]([C:18]([OH:21])([CH3:20])[CH3:19])[CH2:14][CH2:13]1.C(=O)([O-])[O-].[K+].[K+].[F-].[K+].[C:30]([C:32]1[CH:33]=[CH:34][C:35]([N:38]2[CH:42]=[CH:41][C:40]([C:43](O)=[O:44])=[CH:39]2)=[N:36][CH:37]=1)#[N:31].S(Cl)(Cl)=O, predict the reaction product. The product is: [C:30]([C:32]1[CH:33]=[CH:34][C:35]([N:38]2[CH:42]=[CH:41][C:40]([C:43]([NH:9][C:5]3[CH:4]=[N:3][C:2]([N:12]4[CH2:17][CH2:16][CH:15]([C:18]([OH:21])([CH3:20])[CH3:19])[CH2:14][CH2:13]4)=[C:7]([CH3:8])[CH:6]=3)=[O:44])=[CH:39]2)=[N:36][CH:37]=1)#[N:31]. (3) Given the reactants [NH2:1][C:2]1[N:7]=[C:6]([NH2:8])[C:5]([C:9]#[N:10])=[C:4]([NH:11][C@H:12]([C:14]2[N:23]([C:24]3[CH:29]=[CH:28][CH:27]=[C:26]([F:30])[CH:25]=3)[C:22](=[O:31])[C:21]3[C:16](=[CH:17][CH:18]=[CH:19][C:20]=3[S:32]([CH:35]=[CH2:36])(=[O:34])=[O:33])[N:15]=2)[CH3:13])[N:3]=1.[NH:37]1[CH2:41][CH2:40][CH2:39][CH2:38]1, predict the reaction product. The product is: [NH2:1][C:2]1[N:7]=[C:6]([NH2:8])[C:5]([C:9]#[N:10])=[C:4]([NH:11][C@H:12]([C:14]2[N:23]([C:24]3[CH:29]=[CH:28][CH:27]=[C:26]([F:30])[CH:25]=3)[C:22](=[O:31])[C:21]3[C:16](=[CH:17][CH:18]=[CH:19][C:20]=3[S:32]([CH2:35][CH2:36][N:37]3[CH2:41][CH2:40][CH2:39][CH2:38]3)(=[O:34])=[O:33])[N:15]=2)[CH3:13])[N:3]=1. (4) Given the reactants Br[C:2]1[CH:3]=[CH:4][C:5]([F:18])=[C:6]([C:8]2([CH:15]([F:17])[F:16])[NH:13][C:12](=[O:14])[CH2:11][O:10][CH2:9]2)[CH:7]=1.C([O-])(=O)C.[Na+].[H][H], predict the reaction product. The product is: [F:17][CH:15]([F:16])[C:8]1([C:6]2[CH:7]=[CH:2][CH:3]=[CH:4][C:5]=2[F:18])[NH:13][C:12](=[O:14])[CH2:11][O:10][CH2:9]1. (5) Given the reactants [Cl:1][C:2]1[CH:3]=[C:4]([N:9]2[CH2:14][CH2:13][N:12]([C:15]([C@H:17]3[CH2:22][N:21]([CH:23]4[CH2:28][CH2:27][C:26]([OH:35])([C:29]5[CH:34]=[CH:33][CH:32]=[CH:31][N:30]=5)[CH2:25][CH2:24]4)[CH2:20][CH2:19][N:18]3C(OC(C)(C)C)=O)=[O:16])[CH2:11][CH2:10]2)[CH:5]=[CH:6][C:7]=1[Cl:8].FC(F)(F)C(O)=O, predict the reaction product. The product is: [Cl:1][C:2]1[CH:3]=[C:4]([N:9]2[CH2:10][CH2:11][N:12]([C:15]([C@@H:17]3[NH:18][CH2:19][CH2:20][N:21]([CH:23]4[CH2:28][CH2:27][C:26]([C:29]5[CH:34]=[CH:33][CH:32]=[CH:31][N:30]=5)([OH:35])[CH2:25][CH2:24]4)[CH2:22]3)=[O:16])[CH2:13][CH2:14]2)[CH:5]=[CH:6][C:7]=1[Cl:8].